This data is from Forward reaction prediction with 1.9M reactions from USPTO patents (1976-2016). The task is: Predict the product of the given reaction. (1) The product is: [C:28]([C:27]1[CH:30]=[CH:31][CH:32]=[CH:33][C:26]=1[O:1][C:2]1[CH:7]=[CH:6][C:5]([C@H:8]2[CH2:12][CH2:11][C@:10]3([CH2:16][CH2:15][NH:14][C:13]3=[O:17])[N:9]2[C:18]([O:20][C:21]([CH3:24])([CH3:23])[CH3:22])=[O:19])=[CH:4][CH:3]=1)#[N:29]. Given the reactants [OH:1][C:2]1[CH:7]=[CH:6][C:5]([C@H:8]2[CH2:12][CH2:11][C@:10]3([CH2:16][CH2:15][NH:14][C:13]3=[O:17])[N:9]2[C:18]([O:20][C:21]([CH3:24])([CH3:23])[CH3:22])=[O:19])=[CH:4][CH:3]=1.F[C:26]1[CH:33]=[CH:32][CH:31]=[CH:30][C:27]=1[C:28]#[N:29], predict the reaction product. (2) Given the reactants [Li+].C[Si]([N-:6][Si](C)(C)C)(C)C.[CH3:11][O:12][C:13]1[N:18]=[C:17]([CH:19]=O)[CH:16]=[CH:15][CH:14]=1.[N:21]1[CH:26]=[CH:25][CH:24]=[C:23]([CH2:27][C:28]2[CH:29]=[N:30][CH:31]=[CH:32][CH:33]=2)[CH:22]=1, predict the reaction product. The product is: [CH3:11][O:12][C:13]1[N:18]=[C:17]([CH:19]([NH2:6])[CH:27]([C:28]2[CH:29]=[N:30][CH:31]=[CH:32][CH:33]=2)[C:23]2[CH:22]=[N:21][CH:26]=[CH:25][CH:24]=2)[CH:16]=[CH:15][CH:14]=1. (3) Given the reactants [C:1]([Cl:6])(=O)[C:2](Cl)=[O:3].[F:7][C:8]1[CH:13]=[CH:12][CH:11]=[C:10]([F:14])[C:9]=1[CH:15]([NH:18][CH2:19][CH:20]([CH3:22])[CH3:21])[C:16]#[N:17].[Cl:23]C1C=CC=CC=1, predict the reaction product. The product is: [Cl:6][C:1]1[C:2](=[O:3])[N:18]([CH2:19][CH:20]([CH3:22])[CH3:21])[C:15]([C:9]2[C:8]([F:7])=[CH:13][CH:12]=[CH:11][C:10]=2[F:14])=[C:16]([Cl:23])[N:17]=1. (4) Given the reactants [CH3:1][C:2]1[S:7][CH2:6][CH2:5][S:4][C:3]=1[C:8](OCC)=[O:9].[H-].[H-].[H-].[H-].[Li+].[Al+3], predict the reaction product. The product is: [CH3:1][C:2]1[S:7][CH2:6][CH2:5][S:4][C:3]=1[CH2:8][OH:9].